This data is from Reaction yield outcomes from USPTO patents with 853,638 reactions. The task is: Predict the reaction yield, written as a fraction of the theoretical maximum amount of product (1.0 means a 100% yield; for example, 0.34 means a 34% yield). (1) The reactants are [C:1]([O:5][C:6](=[O:43])[N:7]([C:16]1[CH:21]=[CH:20][C:19]([C:22]([C:24]2[C:32]3[C:27](=[N:28][CH:29]=[C:30]([Cl:33])[CH:31]=3)[N:26](S(C3C=CC=CC=3)(=O)=O)[CH:25]=2)=[O:23])=[CH:18][N:17]=1)[CH2:8][C:9]1[CH:14]=[CH:13][CH:12]=[CH:11][C:10]=1[F:15])([CH3:4])([CH3:3])[CH3:2].C(=O)([O-])[O-].[K+].[K+].O. The catalyst is O1CCCC1. The product is [C:1]([O:5][C:6](=[O:43])[N:7]([C:16]1[CH:21]=[CH:20][C:19]([C:22]([C:24]2[C:32]3[C:27](=[N:28][CH:29]=[C:30]([Cl:33])[CH:31]=3)[NH:26][CH:25]=2)=[O:23])=[CH:18][N:17]=1)[CH2:8][C:9]1[CH:14]=[CH:13][CH:12]=[CH:11][C:10]=1[F:15])([CH3:4])([CH3:2])[CH3:3]. The yield is 0.640. (2) The reactants are [CH2:1]([O:8][C:9]1([C:12]2[CH:17]=[CH:16][C:15]([C:18]#[C:19]C3C=CC(C(OCC)=O)=CC=3)=[CH:14][C:13]=2[CH3:31])[CH2:11][CH2:10]1)[C:2]1C=CC=CC=1.[CH3:32][Si:33](C#C)([CH3:35])[CH3:34].[CH2:38](N(CC)CC)C. The catalyst is [Cu]I.Cl[Pd](Cl)([P](C1C=CC=CC=1)(C1C=CC=CC=1)C1C=CC=CC=1)[P](C1C=CC=CC=1)(C1C=CC=CC=1)C1C=CC=CC=1. The product is [CH:1]([O:8][C:9]1([C:12]2[CH:17]=[CH:16][C:15]([C:18]#[C:19][Si:33]([CH3:35])([CH3:34])[CH3:32])=[CH:14][C:13]=2[CH3:31])[CH2:10][CH2:11]1)([CH3:2])[CH3:38]. The yield is 0.910. (3) The reactants are [F:1][C:2]1[CH:7]=[C:6]([N+:8]([O-:10])=[O:9])[CH:5]=[C:4]([F:11])[C:3]=1[CH:12](C(OCC)=O)[C:13]([O:15]CC)=[O:14].C(O)(=O)C.S(=O)(=O)(O)O. The catalyst is O. The product is [F:1][C:2]1[CH:7]=[C:6]([N+:8]([O-:10])=[O:9])[CH:5]=[C:4]([F:11])[C:3]=1[CH2:12][C:13]([OH:15])=[O:14]. The yield is 0.920. (4) The reactants are [CH2:1]([O:8][C:9]([N:11]1[CH2:15][CH2:14][CH2:13][C@H:12]1[C:16](=O)[CH2:17]Br)=[O:10])[C:2]1[CH:7]=[CH:6][CH:5]=[CH:4][CH:3]=1.[NH2:20][C:21]1[C:26]([Br:27])=[CH:25][C:24]([CH3:28])=[CH:23][N:22]=1. No catalyst specified. The product is [CH2:1]([O:8][C:9]([N:11]1[CH2:15][CH2:14][CH2:13][C@H:12]1[C:16]1[N:20]=[C:21]2[C:26]([Br:27])=[CH:25][C:24]([CH3:28])=[CH:23][N:22]2[CH:17]=1)=[O:10])[C:2]1[CH:3]=[CH:4][CH:5]=[CH:6][CH:7]=1. The yield is 0.440. (5) The product is [CH3:12][Sn:13]([CH3:19])([CH3:18])[C:2]1[CH:3]=[CH:4][C:5]([C:8]([OH:11])([CH3:10])[CH3:9])=[N:6][CH:7]=1. The reactants are Br[C:2]1[CH:3]=[CH:4][C:5]([C:8]([OH:11])([CH3:10])[CH3:9])=[N:6][CH:7]=1.[CH3:12][Sn:13]([CH3:19])([CH3:18])[Sn:13]([CH3:19])([CH3:18])[CH3:12]. The yield is 0.700. The catalyst is C1(C)C=CC=CC=1.C1C=CC([P]([Pd]([P](C2C=CC=CC=2)(C2C=CC=CC=2)C2C=CC=CC=2)([P](C2C=CC=CC=2)(C2C=CC=CC=2)C2C=CC=CC=2)[P](C2C=CC=CC=2)(C2C=CC=CC=2)C2C=CC=CC=2)(C2C=CC=CC=2)C2C=CC=CC=2)=CC=1. (6) The reactants are C[O:2][C:3](=[O:22])[C:4]1[C:9]([N+:10]([O-:12])=[O:11])=[CH:8][CH:7]=[CH:6][C:5]=1[CH2:13][NH:14][C:15]([O:17][C:18]([CH3:21])([CH3:20])[CH3:19])=[O:16].CCOCC. The catalyst is CO.O. The product is [C:18]([O:17][C:15]([NH:14][CH2:13][C:5]1[CH:6]=[CH:7][CH:8]=[C:9]([N+:10]([O-:12])=[O:11])[C:4]=1[C:3]([OH:22])=[O:2])=[O:16])([CH3:21])([CH3:19])[CH3:20]. The yield is 0.600. (7) The product is [CH3:1][C@H:2]1[CH2:6][CH2:5][N:4]([C:7]2[CH:12]=[CH:11][C:10]([NH2:13])=[C:9]([C:16]([F:19])([F:17])[F:18])[CH:8]=2)[CH2:3]1. The yield is 0.950. The catalyst is [Pd]. The reactants are [CH3:1][C@H:2]1[CH2:6][CH2:5][N:4]([C:7]2[CH:12]=[CH:11][C:10]([N+:13]([O-])=O)=[C:9]([C:16]([F:19])([F:18])[F:17])[CH:8]=2)[CH2:3]1. (8) The reactants are [CH3:1][O:2][C:3]1[C:19]([O:20][CH3:21])=[CH:18][C:6]2[CH2:7][C:8](=[O:17])[N:9]([CH2:12][CH2:13][CH2:14][NH:15][CH3:16])[CH:10]=[CH:11][C:5]=2[CH:4]=1.[CH3:22][O:23][C:24]1[CH:25]=[C:26]2[C:29](=[CH:30][C:31]=1[O:32][CH3:33])[CH:28]([CH:34]=O)[CH2:27]2.C(O)(=O)C.C(O[BH-](OC(=O)C)OC(=O)C)(=O)C.[Na+]. The catalyst is C1COCC1.ClCCl. The product is [CH3:22][O:23][C:24]1[CH:25]=[C:26]2[C:29](=[CH:30][C:31]=1[O:32][CH3:33])[CH:28]([CH2:34][N:15]([CH3:16])[CH2:14][CH2:13][CH2:12][N:9]1[C:8](=[O:17])[CH2:7][C:6]3[CH:18]=[C:19]([O:20][CH3:21])[C:3]([O:2][CH3:1])=[CH:4][C:5]=3[CH:11]=[CH:10]1)[CH2:27]2. The yield is 0.790. (9) The reactants are [H-].[Na+].[Cl:3][C:4]1[CH:9]=[CH:8][C:7]([S:10]([NH:13][CH3:14])(=[O:12])=[O:11])=[CH:6][CH:5]=1.Br[CH2:16][C:17]1[C:18]([Cl:26])=[C:19]([C:22]([O:24][CH3:25])=[O:23])[S:20][CH:21]=1.S([O-])(O)(=O)=O.[K+]. The catalyst is CN(C=O)C. The product is [Cl:26][C:18]1[C:17]([CH2:16][N:13]([S:10]([C:7]2[CH:8]=[CH:9][C:4]([Cl:3])=[CH:5][CH:6]=2)(=[O:12])=[O:11])[CH3:14])=[CH:21][S:20][C:19]=1[C:22]([O:24][CH3:25])=[O:23]. The yield is 0.790.